From a dataset of Reaction yield outcomes from USPTO patents with 853,638 reactions. Predict the reaction yield, written as a fraction of the theoretical maximum amount of product (1.0 means a 100% yield; for example, 0.34 means a 34% yield). (1) The reactants are [CH3:1][O:2][C:3]1[N:8]=[C:7](SC)[N:6]=[C:5]([C:11]2[C:19]3[C:14](=[N:15][CH:16]=[CH:17][CH:18]=3)[N:13]([S:20]([C:23]3[CH:28]=[CH:27][CH:26]=[CH:25][CH:24]=3)(=[O:22])=[O:21])[CH:12]=2)[CH:4]=1.OO[S:31]([O-:33])=[O:32].[K+].[C:35](OCC)(=O)C. No catalyst specified. The product is [CH3:1][O:2][C:3]1[N:8]=[C:7]([S:31]([CH3:35])(=[O:33])=[O:32])[N:6]=[C:5]([C:11]2[C:19]3[C:14](=[N:15][CH:16]=[CH:17][CH:18]=3)[N:13]([S:20]([C:23]3[CH:28]=[CH:27][CH:26]=[CH:25][CH:24]=3)(=[O:21])=[O:22])[CH:12]=2)[CH:4]=1. The yield is 0.940. (2) The reactants are Br[C:2]1[CH:7]=[C:6]([F:8])[CH:5]=[CH:4][C:3]=1[F:9].CCCCCC.C([Li])CCC.[CH3:21][S:22]([CH2:25][CH2:26][CH2:27][CH2:28][CH:29]=[O:30])(=[O:24])=[O:23]. The catalyst is C(OCC)(=O)C.C(OCC)C.O1CCCC1. The product is [F:9][C:3]1[CH:4]=[CH:5][C:6]([F:8])=[CH:7][C:2]=1[CH:29]([OH:30])[CH2:28][CH2:27][CH2:26][CH2:25][S:22]([CH3:21])(=[O:24])=[O:23]. The yield is 0.370.